From a dataset of Full USPTO retrosynthesis dataset with 1.9M reactions from patents (1976-2016). Predict the reactants needed to synthesize the given product. (1) Given the product [Br:1][C:2]1[CH:3]=[C:4]([C@@:9]([NH:15][C:25]([NH:24][C:16](=[O:23])[C:17]2[CH:18]=[CH:19][CH:20]=[CH:21][CH:22]=2)=[S:26])([CH2:11][C:12]([CH3:14])=[CH2:13])[CH3:10])[CH:5]=[CH:6][C:7]=1[F:8], predict the reactants needed to synthesize it. The reactants are: [Br:1][C:2]1[CH:3]=[C:4]([C@@:9]([NH2:15])([CH2:11][C:12]([CH3:14])=[CH2:13])[CH3:10])[CH:5]=[CH:6][C:7]=1[F:8].[C:16]([N:24]=[C:25]=[S:26])(=[O:23])[C:17]1[CH:22]=[CH:21][CH:20]=[CH:19][CH:18]=1.ClCCl. (2) The reactants are: [Cl:1][C:2]1[C:7]([O:8][CH3:9])=[CH:6][C:5]([N:10]2[CH2:15][CH2:14][N:13]([C:16](=[O:28])[CH2:17][N:18]3[C:22]4=[N:23][CH:24]=[CH:25][CH:26]=[C:21]4[C:20](I)=[N:19]3)[C@@H:12]([CH3:29])[CH2:11]2)=[C:4]([F:30])[CH:3]=1.[C:31]([Cu])#[N:32].CN(C=O)C. Given the product [Cl:1][C:2]1[C:7]([O:8][CH3:9])=[CH:6][C:5]([N:10]2[CH2:15][CH2:14][N:13]([C:16](=[O:28])[CH2:17][N:18]3[C:22]4=[N:23][CH:24]=[CH:25][CH:26]=[C:21]4[C:20]([C:31]#[N:32])=[N:19]3)[C@@H:12]([CH3:29])[CH2:11]2)=[C:4]([F:30])[CH:3]=1, predict the reactants needed to synthesize it. (3) Given the product [CH2:26]([N:11]1[C:12]2[N:19]=[C:18]([N:20]3[CH2:24][CH2:23][CH2:22][CH2:21]3)[C:17]([F:25])=[CH:16][C:13]=2[C:14](=[O:15])[N:9]([OH:8])[C:10]1=[O:28])[CH3:27], predict the reactants needed to synthesize it. The reactants are: C([O:8][N:9]1[C:14](=[O:15])[C:13]2[CH:16]=[C:17]([F:25])[C:18]([N:20]3[CH2:24][CH2:23][CH2:22][CH2:21]3)=[N:19][C:12]=2[N:11]([CH2:26][CH3:27])[C:10]1=[O:28])C1C=CC=CC=1. (4) Given the product [CH:1]1([S:4]([N:8]2[CH2:13][CH2:12][CH2:11][CH:10]([C:14]3[C:18]4=[C:19]5[CH:25]=[CH:24][NH:23][C:20]5=[N:21][CH:22]=[C:17]4[NH:16][N:15]=3)[CH2:9]2)(=[O:6])=[O:5])[CH2:3][CH2:2]1, predict the reactants needed to synthesize it. The reactants are: [CH:1]1([S:4](Cl)(=[O:6])=[O:5])[CH2:3][CH2:2]1.[NH:8]1[CH2:13][CH2:12][CH2:11][CH:10]([C:14]2[C:18]3=[C:19]4[CH:25]=[CH:24][NH:23][C:20]4=[N:21][CH:22]=[C:17]3[NH:16][N:15]=2)[CH2:9]1.